From a dataset of Full USPTO retrosynthesis dataset with 1.9M reactions from patents (1976-2016). Predict the reactants needed to synthesize the given product. Given the product [CH:2]([S:14][C:13]1[CH:15]=[CH:16][CH:17]=[CH:18][C:12]=1[C:11]([OH:20])=[O:19])=[CH:3][C:4]1[CH:5]=[CH:6][CH:7]=[CH:8][CH:9]=1, predict the reactants needed to synthesize it. The reactants are: C(Br)[CH:2]=[CH:3][C:4]1[CH:9]=[CH:8][CH:7]=[CH:6][CH:5]=1.[C:11]([OH:20])(=[O:19])[C:12]1[C:13](=[CH:15][CH:16]=[CH:17][CH:18]=1)[SH:14].